Task: Predict which catalyst facilitates the given reaction.. Dataset: Catalyst prediction with 721,799 reactions and 888 catalyst types from USPTO (1) Reactant: CS[C:3](=[N:22][C:23](=[O:29])[O:24][C:25]([CH3:28])([CH3:27])[CH3:26])[NH:4][C:5]([C@H:7]1[CH2:11][CH2:10][CH2:9][N:8]1[C:12]1[CH:17]=[CH:16][C:15]([C:18]([F:21])([F:20])[F:19])=[CH:14][CH:13]=1)=[O:6].[Cl:30][C:31]1[CH:32]=[C:33]([CH:36]=[C:37]([Cl:46])[C:38]=1[NH:39][C:40](=[O:45])[CH2:41][N:42]([CH3:44])[CH3:43])[CH2:34][NH2:35]. Product: [Cl:30][C:31]1[CH:32]=[C:33]([CH:36]=[C:37]([Cl:46])[C:38]=1[NH:39][C:40](=[O:45])[CH2:41][N:42]([CH3:43])[CH3:44])[CH2:34][NH:35][C:3]([NH:4][C:5]([C@H:7]1[CH2:11][CH2:10][CH2:9][N:8]1[C:12]1[CH:17]=[CH:16][C:15]([C:18]([F:21])([F:20])[F:19])=[CH:14][CH:13]=1)=[O:6])=[N:22][C:23](=[O:29])[O:24][C:25]([CH3:28])([CH3:27])[CH3:26]. The catalyst class is: 66. (2) Reactant: [C:1]1([CH2:7][O:8][C:9]2[CH:14]=[CH:13][CH:12]=[CH:11][C:10]=2[CH2:15][CH2:16][OH:17])[CH:6]=[CH:5][CH:4]=[CH:3][CH:2]=1.C(N(CC)CC)C.[CH3:25][S:26](Cl)(=[O:28])=[O:27]. The catalyst class is: 2. Product: [CH3:25][S:26]([O:17][CH2:16][CH2:15][C:10]1[CH:11]=[CH:12][CH:13]=[CH:14][C:9]=1[O:8][CH2:7][C:1]1[CH:2]=[CH:3][CH:4]=[CH:5][CH:6]=1)(=[O:28])=[O:27]. (3) Reactant: [CH3:1][C:2]1[C:7]([CH:8]=[O:9])=[CH:6][CH:5]=[C:4](Cl)[N:3]=1.[CH:11]1([NH:14][C:15](=[O:23])[C:16]2[CH:21]=[CH:20][C:19]([OH:22])=[CH:18][CH:17]=2)[CH2:13][CH2:12]1.C([O-])([O-])=O.[K+].[K+]. Product: [CH:11]1([NH:14][C:15](=[O:23])[C:16]2[CH:21]=[CH:20][C:19]([O:22][C:4]3[CH:5]=[CH:6][C:7]([CH:8]=[O:9])=[C:2]([CH3:1])[N:3]=3)=[CH:18][CH:17]=2)[CH2:12][CH2:13]1. The catalyst class is: 3. (4) Reactant: Cl[CH:2]1[C:10]2[C:5](=[C:6]([N+:11]([O-:13])=[O:12])[CH:7]=[CH:8][CH:9]=2)[CH2:4][CH2:3]1.CCN(C(C)C)C(C)C.Cl.[CH3:24][O:25][C:26]([N:28]1[CH2:33][CH2:32][NH:31][CH2:30][CH2:29]1)=[O:27]. Product: [N+:11]([C:6]1[CH:7]=[CH:8][CH:9]=[C:10]2[C:5]=1[CH2:4][CH2:3][CH:2]2[N:31]1[CH2:32][CH2:33][N:28]([C:26]([O:25][CH3:24])=[O:27])[CH2:29][CH2:30]1)([O-:13])=[O:12]. The catalyst class is: 290. (5) Reactant: [O:1]1[CH:5]=[CH:4][CH:3]=[C:2]1[C:6]1[O:7][C:8]([CH3:39])=[C:9]([CH2:11][O:12][C:13]2[CH:36]=[CH:35][C:16]([CH2:17][O:18][C:19]3[C:23](C(=C)C(O)=O)=[CH:22][N:21]([C:29]4[CH:34]=[CH:33][CH:32]=[CH:31][CH:30]=4)[N:20]=3)=[CH:15][C:14]=2[O:37][CH3:38])[N:10]=1.CN1CCOCC1.Cl.C(N=C=[N:52][CH2:53][CH2:54][CH2:55]N(C)C)C.O.[OH:60][N:61]1[C:65]2[CH:66]=[CH:67][CH:68]=CC=2N=N1.ON=C(N)CCC. Product: [O:1]1[CH:5]=[CH:4][CH:3]=[C:2]1[C:6]1[O:7][C:8]([CH3:39])=[C:9]([CH2:11][O:12][C:13]2[CH:36]=[CH:35][C:16]([CH2:17][O:18][C:19]3[C:23](/[CH:55]=[CH:54]/[C:53]4[O:60][N:61]=[C:65]([CH2:66][CH2:67][CH3:68])[N:52]=4)=[CH:22][N:21]([C:29]4[CH:30]=[CH:31][CH:32]=[CH:33][CH:34]=4)[N:20]=3)=[CH:15][C:14]=2[O:37][CH3:38])[N:10]=1. The catalyst class is: 145.